From a dataset of Peptide-MHC class I binding affinity with 185,985 pairs from IEDB/IMGT. Regression. Given a peptide amino acid sequence and an MHC pseudo amino acid sequence, predict their binding affinity value. This is MHC class I binding data. (1) The peptide sequence is MVLMTHFFSV. The MHC is HLA-A02:01 with pseudo-sequence HLA-A02:01. The binding affinity (normalized) is 0.539. (2) The peptide sequence is YIPFAEDAL. The MHC is HLA-A31:01 with pseudo-sequence HLA-A31:01. The binding affinity (normalized) is 0.0847.